Dataset: Forward reaction prediction with 1.9M reactions from USPTO patents (1976-2016). Task: Predict the product of the given reaction. Given the reactants C([Zn][CH2:4][CH3:5])C.[CH2:6]([O:8][C:9]([C:11]1[S:12][C:13](SC)=[C:14]([C:23]#[N:24])[C:15]=1[C:16]1[CH:21]=[CH:20][C:19]([I:22])=[CH:18][CH:17]=1)=[O:10])[CH3:7], predict the reaction product. The product is: [CH2:6]([O:8][C:9]([C:11]1[S:12][C:13]([CH2:4][CH3:5])=[C:14]([C:23]#[N:24])[C:15]=1[C:16]1[CH:21]=[CH:20][C:19]([I:22])=[CH:18][CH:17]=1)=[O:10])[CH3:7].